This data is from Forward reaction prediction with 1.9M reactions from USPTO patents (1976-2016). The task is: Predict the product of the given reaction. (1) The product is: [CH2:11]([O:10][C@@H:3]1[C@H:2]2[CH2:1][O:8][C@H:7]([O:9]2)[C@H:5]([OH:21])[C@H:4]1[OH:6])[C:12]1[CH:17]=[CH:16][CH:15]=[CH:14][CH:13]=1. Given the reactants [CH2:1]1[O:8][C@@H:7]2[O:9][C@H:2]1[C@@H:3]([O:10][CH2:11][C:12]1[CH:17]=[CH:16][CH:15]=[CH:14][CH:13]=1)[C@@H:4]1[O:6][C@@H:5]12.[Br-].C([OH:21])C, predict the reaction product. (2) Given the reactants Br[CH2:2][C:3]1[C:4]([F:20])=[C:5]([O:10][C:11]2[CH:12]=[C:13]([CH:16]=[C:17]([Cl:19])[CH:18]=2)[C:14]#[N:15])[C:6]([Cl:9])=[CH:7][CH:8]=1.[NH3:21], predict the reaction product. The product is: [NH2:21][CH2:2][C:3]1[C:4]([F:20])=[C:5]([O:10][C:11]2[CH:12]=[C:13]([CH:16]=[C:17]([Cl:19])[CH:18]=2)[C:14]#[N:15])[C:6]([Cl:9])=[CH:7][CH:8]=1.